Dataset: Catalyst prediction with 721,799 reactions and 888 catalyst types from USPTO. Task: Predict which catalyst facilitates the given reaction. (1) Reactant: [C:1]([O:7][CH2:8][C@H:9]1[O:14][C:13]2[CH:15]=[C:16]([CH2:19][CH2:20]I)[CH:17]=[CH:18][C:12]=2[O:11][CH2:10]1)(=[O:6])[C:2]([CH3:5])([CH3:4])[CH3:3].[NH2:22][CH2:23][C@@H:24]([C:26]1[CH:37]=[CH:36][C:29]2[O:30][C:31]([CH3:35])([CH3:34])[O:32][CH2:33][C:28]=2[CH:27]=1)[OH:25].O. Product: [NH3:22].[C:1]([O:7][CH2:8][C@H:9]1[O:14][C:13]2[CH:15]=[C:16]([CH2:19][CH2:20][NH:22][CH2:23][C@@H:24]([C:26]3[CH:37]=[CH:36][C:29]4[O:30][C:31]([CH3:34])([CH3:35])[O:32][CH2:33][C:28]=4[CH:27]=3)[OH:25])[CH:17]=[CH:18][C:12]=2[O:11][CH2:10]1)(=[O:6])[C:2]([CH3:5])([CH3:4])[CH3:3]. The catalyst class is: 3. (2) Reactant: [O:1]1[C:5]2[CH:6]=[CH:7][C:8]([C:10](Cl)=[O:11])=[CH:9][C:4]=2[CH:3]=[CH:2]1.[CH3:13][NH:14][O:15][CH3:16].Cl.C(N(CC)CC)C. Product: [CH3:16][O:15][N:14]([CH3:13])[C:10]([C:8]1[CH:7]=[CH:6][C:5]2[O:1][CH:2]=[CH:3][C:4]=2[CH:9]=1)=[O:11]. The catalyst class is: 2. (3) Reactant: C[O:2][C:3]([C:5]1[CH:38]=[CH:37][C:8]2[CH2:9][N:10]([C:14]([CH:16]3[C:36]4[C:31](=[CH:32][CH:33]=[CH:34][CH:35]=4)[C:18]4([CH2:23][CH2:22][N:21]([C:24]([O:26][C:27]([CH3:30])([CH3:29])[CH3:28])=[O:25])[CH2:20][CH2:19]4)[O:17]3)=[O:15])[CH2:11][CH2:12][O:13][C:7]=2[CH:6]=1)=O.[NH2:39][OH:40].[OH-].[Na+]. Product: [OH:40][NH:39][C:3]([C:5]1[CH:38]=[CH:37][C:8]2[CH2:9][N:10]([C:14]([CH:16]3[C:36]4[C:31](=[CH:32][CH:33]=[CH:34][CH:35]=4)[C:18]4([CH2:19][CH2:20][N:21]([C:24]([O:26][C:27]([CH3:28])([CH3:30])[CH3:29])=[O:25])[CH2:22][CH2:23]4)[O:17]3)=[O:15])[CH2:11][CH2:12][O:13][C:7]=2[CH:6]=1)=[O:2]. The catalyst class is: 92. (4) Reactant: [H-].[Na+].[CH:3]1([C:8]2[C:13]([C:14]([NH:16][CH:17]3[CH:24]4[CH2:25][CH:20]5[CH2:21][C:22]([OH:27])([CH2:26][CH:18]3[CH2:19]5)[CH2:23]4)=[O:15])=[CH:12][N:11]=[C:10]([S:28][CH3:29])[N:9]=2)[CH2:7][CH2:6][CH2:5][CH2:4]1.IC.[C:32](O)(=O)CC(CC(O)=O)(C(O)=O)O. Product: [CH:3]1([C:8]2[C:13]([C:14]([N:16]([CH:17]3[CH:18]4[CH2:19][CH:20]5[CH2:21][C:22]([OH:27])([CH2:23][CH:24]3[CH2:25]5)[CH2:26]4)[CH3:32])=[O:15])=[CH:12][N:11]=[C:10]([S:28][CH3:29])[N:9]=2)[CH2:4][CH2:5][CH2:6][CH2:7]1. The catalyst class is: 3.